Dataset: Full USPTO retrosynthesis dataset with 1.9M reactions from patents (1976-2016). Task: Predict the reactants needed to synthesize the given product. (1) Given the product [C:2]1([NH:1][CH2:10][CH2:9][C:8]([O:12][CH3:13])=[O:11])[CH:7]=[CH:6][CH:5]=[CH:4][CH:3]=1, predict the reactants needed to synthesize it. The reactants are: [NH2:1][C:2]1[CH:7]=[CH:6][CH:5]=[CH:4][CH:3]=1.[C:8]([O:12][CH3:13])(=[O:11])[CH:9]=[CH2:10].C(O)(=O)C. (2) Given the product [CH3:17][C:16]1[N:15]([CH2:18][CH2:19][N:20]2[CH2:25][CH2:24][O:23][CH2:22][CH2:21]2)[C:14]2[S:26][CH:27]=[CH:28][C:13]=2[C:12]=1[C:10]([C:2]1[N:1]([CH2:37][CH2:38][CH3:39])[C:9]2[C:4]([CH:3]=1)=[CH:5][CH:6]=[CH:7][CH:8]=2)=[O:11], predict the reactants needed to synthesize it. The reactants are: [NH:1]1[C:9]2[C:4](=[CH:5][CH:6]=[CH:7][CH:8]=2)[CH:3]=[C:2]1[C:10]([C:12]1[C:13]2[CH:28]=[CH:27][S:26][C:14]=2[N:15]([CH2:18][CH2:19][N:20]2[CH2:25][CH2:24][O:23][CH2:22][CH2:21]2)[C:16]=1[CH3:17])=[O:11].CN(C=O)C.[H-].[Na+].I[CH2:37][CH2:38][CH3:39]. (3) Given the product [OH:6][CH2:5][CH2:4][C@H:3]([NH:2][C:36]([C:21]1([NH:20][C:18](=[O:19])[O:17][C:13]([CH3:15])([CH3:14])[CH3:16])[CH2:22][CH2:23][N:24]([C:27]2[C:28]3[CH:35]=[CH:34][NH:33][C:29]=3[N:30]=[CH:31][N:32]=2)[CH2:25][CH2:26]1)=[O:37])[C:7]1[CH:12]=[CH:11][CH:10]=[CH:9][CH:8]=1, predict the reactants needed to synthesize it. The reactants are: Cl.[NH2:2][C@H:3]([C:7]1[CH:12]=[CH:11][CH:10]=[CH:9][CH:8]=1)[CH2:4][CH2:5][OH:6].[C:13]([O:17][C:18]([NH:20][C:21]1([C:36](O)=[O:37])[CH2:26][CH2:25][N:24]([C:27]2[C:28]3[CH:35]=[CH:34][NH:33][C:29]=3[N:30]=[CH:31][N:32]=2)[CH2:23][CH2:22]1)=[O:19])([CH3:16])([CH3:15])[CH3:14].CCN(C(C)C)C(C)C.F[P-](F)(F)(F)(F)F.N1(OC(N(C)C)=[N+](C)C)C2N=CC=CC=2N=N1.